From a dataset of Full USPTO retrosynthesis dataset with 1.9M reactions from patents (1976-2016). Predict the reactants needed to synthesize the given product. (1) Given the product [CH:23]1([C@@H:16]([C:12]2[CH:13]=[CH:14][CH:15]=[C:10]([O:9][CH2:8][C:6]3[CH:5]=[N:4][C:3]([C:26]4[CH:31]=[C:30]([O:32][CH3:33])[CH:29]=[CH:28][C:27]=4[F:34])=[C:2]([O:38][CH2:37][C:36]([CH3:40])([CH3:39])[CH3:35])[N:7]=3)[CH:11]=2)[CH2:17][C:18]([OH:20])=[O:19])[CH2:24][CH2:25]1, predict the reactants needed to synthesize it. The reactants are: Cl[C:2]1[N:7]=[C:6]([CH2:8][O:9][C:10]2[CH:11]=[C:12]([C@H:16]([CH:23]3[CH2:25][CH2:24]3)[CH2:17][C:18]([O:20]CC)=[O:19])[CH:13]=[CH:14][CH:15]=2)[CH:5]=[N:4][C:3]=1[C:26]1[CH:31]=[C:30]([O:32][CH3:33])[CH:29]=[CH:28][C:27]=1[F:34].[CH3:35][C:36]([CH3:40])([CH3:39])[CH2:37][OH:38].[H-].[Na+]. (2) Given the product [F:19][C:5]1[C:6]([NH2:8])=[N:7][C:2]([NH:25][C:24]2[CH:26]=[C:27]([O:31][CH3:32])[C:28]([O:29][CH3:30])=[C:22]([O:21][CH3:20])[CH:23]=2)=[N:3][CH:4]=1, predict the reactants needed to synthesize it. The reactants are: Cl[C:2]1[N:7]=[C:6]([NH:8]C2C=CC3OCCOC=3C=2)[C:5]([F:19])=[CH:4][N:3]=1.[CH3:20][O:21][C:22]1[CH:23]=[C:24]([CH:26]=[C:27]([O:31][CH3:32])[C:28]=1[O:29][CH3:30])[NH2:25]. (3) Given the product [C:1]([C@@H:5]1[CH2:10][CH2:9][C@H:8]([C:11]2[N:22]3[C:17]([C:18](=[O:29])[NH:19][C:20]([C:23]4[S:24][C:25]([Cl:28])=[CH:26][CH:27]=4)=[N:21]3)=[C:14]([CH2:15][CH3:16])[N:13]=2)[CH2:7][CH2:6]1)([CH3:4])([CH3:3])[CH3:2], predict the reactants needed to synthesize it. The reactants are: [C:1]([C@@H:5]1[CH2:10][CH2:9][C@H:8]([C:11]([NH:13][CH:14]([C:17]2[C:18](=[O:29])[NH:19][C:20]([C:23]3[S:24][C:25]([Cl:28])=[CH:26][CH:27]=3)=[N:21][N:22]=2)[CH2:15][CH3:16])=O)[CH2:7][CH2:6]1)([CH3:4])([CH3:3])[CH3:2].P(Cl)(Cl)(Cl)=O.